This data is from Catalyst prediction with 721,799 reactions and 888 catalyst types from USPTO. The task is: Predict which catalyst facilitates the given reaction. (1) Reactant: [BH4-].[Na+].O.[CH2:4]([O:6][C:7]([C@@H:9]1[CH2:11][C@H:10]1[CH:12]([NH:23][C:24]([O:26][C:27]([CH3:30])([CH3:29])[CH3:28])=[O:25])S(C1C=CC(C)=CC=1)(=O)=O)=[O:8])[CH3:5]. Product: [CH2:4]([O:6][C:7]([C@@H:9]1[CH2:11][C@H:10]1[CH2:12][NH:23][C:24]([O:26][C:27]([CH3:28])([CH3:30])[CH3:29])=[O:25])=[O:8])[CH3:5]. The catalyst class is: 7. (2) Reactant: [C:1]([O:5][C:6](=[O:44])[NH:7][CH2:8][CH:9]([NH:19][C:20](=[O:43])[C@@H:21]([NH:35][C:36]([O:38][C:39]([CH3:42])([CH3:41])[CH3:40])=[O:37])[CH2:22][CH2:23][NH:24]C(OCC1C=CC=CC=1)=O)[CH2:10][NH:11][C:12](=[O:18])[O:13][C:14]([CH3:17])([CH3:16])[CH3:15])([CH3:4])([CH3:3])[CH3:2]. Product: [C:1]([O:5][C:6](=[O:44])[NH:7][CH2:8][CH:9]([NH:19][C:20](=[O:43])[C@@H:21]([NH:35][C:36]([O:38][C:39]([CH3:42])([CH3:41])[CH3:40])=[O:37])[CH2:22][CH2:23][NH2:24])[CH2:10][NH:11][C:12](=[O:18])[O:13][C:14]([CH3:17])([CH3:16])[CH3:15])([CH3:2])([CH3:3])[CH3:4]. The catalyst class is: 29. (3) Reactant: [H-].[Na+].C(OP([CH2:11][C:12]([O:14][CH2:15][CH3:16])=[O:13])(OCC)=O)C.[Cl:17][C:18]1[CH:26]=[CH:25][C:24]2[C:20](=[CH:21][N:22]([CH3:27])[N:23]=2)[C:19]=1[CH:28]=O.O. Product: [Cl:17][C:18]1[CH:26]=[CH:25][C:24]2[C:20](=[CH:21][N:22]([CH3:27])[N:23]=2)[C:19]=1/[CH:28]=[CH:11]/[C:12]([O:14][CH2:15][CH3:16])=[O:13]. The catalyst class is: 7.